Predict the product of the given reaction. From a dataset of Forward reaction prediction with 1.9M reactions from USPTO patents (1976-2016). (1) Given the reactants C(OC(N1CCN(C2N=CC(C3C=CC(F)=CC=3)=CN=2)CC1)=O)(C)(C)C.[C:27]([O:31][C:32]([N:34]1[CH2:39][CH2:38][N:37]([C:40]2[N:45]=[CH:44][C:43](Br)=[CH:42][N:41]=2)[CH2:36][CH2:35]1)=[O:33])([CH3:30])([CH3:29])[CH3:28].[Cl:47][C:48]1[CH:49]=[C:50](B(O)O)[CH:51]=[CH:52][C:53]=1[Cl:54], predict the reaction product. The product is: [C:27]([O:31][C:32]([N:34]1[CH2:39][CH2:38][N:37]([C:40]2[N:45]=[CH:44][C:43]([C:51]3[CH:50]=[CH:49][C:48]([Cl:47])=[C:53]([Cl:54])[CH:52]=3)=[CH:42][N:41]=2)[CH2:36][CH2:35]1)=[O:33])([CH3:30])([CH3:29])[CH3:28]. (2) Given the reactants [NH2:1][C@H:2]([C:18]([OH:20])=[O:19])[CH2:3][CH2:4][C:5]([NH:7][C@H:8]([C:11]([NH:13][CH2:14][C:15]([OH:17])=[O:16])=[O:12])[CH2:9][SH:10])=[O:6].Cl.[N:22]([O-])=[O:23].[Na+], predict the reaction product. The product is: [NH2:1][C@H:2]([C:18]([OH:20])=[O:19])[CH2:3][CH2:4][C:5]([NH:7][C@H:8]([C:11]([NH:13][CH2:14][C:15]([OH:17])=[O:16])=[O:12])[CH2:9][S:10][N:22]=[O:23])=[O:6].